From a dataset of Reaction yield outcomes from USPTO patents with 853,638 reactions. Predict the reaction yield, written as a fraction of the theoretical maximum amount of product (1.0 means a 100% yield; for example, 0.34 means a 34% yield). (1) The reactants are [C:1]([Br:5])(Br)(Br)Br.C1C=CC(P(C2C=CC=CC=2)C2C=CC=CC=2)=CC=1.[F:25][C:26]1[CH:27]=[CH:28][C:29]([O:49][C:50]2[CH:55]=[CH:54][CH:53]=[CH:52][CH:51]=2)=[C:30]([N:32]([CH2:36][C:37]2[CH:42]=[C:41]([O:43][CH3:44])[CH:40]=[CH:39][C:38]=2[O:45][CH2:46]CO)[C:33](=[O:35])[CH3:34])[CH:31]=1. The catalyst is CCOCC. The product is [F:25][C:26]1[CH:27]=[CH:28][C:29]([O:49][C:50]2[CH:55]=[CH:54][CH:53]=[CH:52][CH:51]=2)=[C:30]([N:32]([CH2:36][C:37]2[CH:42]=[C:41]([O:43][CH3:44])[CH:40]=[CH:39][C:38]=2[O:45][CH2:46][CH2:1][Br:5])[C:33](=[O:35])[CH3:34])[CH:31]=1. The yield is 0.640. (2) The reactants are O.[OH-].[Li+].C[O:5][C:6](=[O:39])[CH2:7][C:8]1[C:17]([CH3:18])=[C:16]([C:19]2[CH:24]=[CH:23][C:22]([S:25]([C:28]3[CH:33]=[CH:32][CH:31]=[CH:30][C:29]=3[C:34]([F:37])([F:36])[F:35])(=[O:27])=[O:26])=[CH:21][CH:20]=2)[C:15]2[C:10](=[CH:11][CH:12]=[C:13]([F:38])[CH:14]=2)[CH:9]=1. The catalyst is C1COCC1.O. The product is [F:38][C:13]1[CH:14]=[C:15]2[C:10](=[CH:11][CH:12]=1)[CH:9]=[C:8]([CH2:7][C:6]([OH:39])=[O:5])[C:17]([CH3:18])=[C:16]2[C:19]1[CH:20]=[CH:21][C:22]([S:25]([C:28]2[CH:33]=[CH:32][CH:31]=[CH:30][C:29]=2[C:34]([F:36])([F:35])[F:37])(=[O:27])=[O:26])=[CH:23][CH:24]=1. The yield is 0.680. (3) The reactants are Cl.C(N=C=NCCCN(C)C)C.[CH:13]1[CH:14]=[CH:15][C:16]([NH:23][C:24]2[C:25]([Cl:31])=[CH:26][CH:27]=[CH:28][C:29]=2[Cl:30])=[C:17]([CH2:19][C:20]([OH:22])=[O:21])[CH:18]=1.[N:32]1([CH2:41][CH2:42]O)[C:36]2[CH:37]=[CH:38][CH:39]=[CH:40][C:35]=2[N:34]=[CH:33]1. The catalyst is CN(C)C1C=CN=CC=1.O1CCCC1. The product is [Cl:31][C:25]1[CH:26]=[CH:27][CH:28]=[C:29]([Cl:30])[C:24]=1[NH:23][C:16]1[CH:15]=[CH:14][CH:13]=[CH:18][C:17]=1[CH2:19][C:20]([O:22][CH2:42][CH2:41][N:32]1[C:36]2[CH:37]=[CH:38][CH:39]=[CH:40][C:35]=2[N:34]=[CH:33]1)=[O:21]. The yield is 0.570. (4) The reactants are [C:1]([C:3]1[CH:4]=[C:5]([NH:9][C:10](=[O:33])[NH:11][C:12]2[CH:17]=[CH:16][C:15]([S:18]([NH:21][CH2:22][C:23]3[CH:28]=[CH:27][C:26]([S:29](=[O:32])(=[O:31])[NH2:30])=[CH:25][CH:24]=3)(=[O:20])=[O:19])=[CH:14][CH:13]=2)[CH:6]=[CH:7][CH:8]=1)#[N:2].[N:34]1([CH2:40][CH2:41][OH:42])[CH2:39][CH2:38][NH:37][CH2:36][CH2:35]1. No catalyst specified. The product is [OH:42][CH2:41][CH2:40][N:34]1[CH2:39][CH2:38][N:37]([C:1](=[NH:2])[C:3]2[CH:4]=[C:5]([NH:9][C:10](=[O:33])[NH:11][C:12]3[CH:17]=[CH:16][C:15]([S:18]([NH:21][CH2:22][C:23]4[CH:28]=[CH:27][C:26]([S:29](=[O:31])(=[O:32])[NH2:30])=[CH:25][CH:24]=4)(=[O:20])=[O:19])=[CH:14][CH:13]=3)[CH:6]=[CH:7][CH:8]=2)[CH2:36][CH2:35]1. The yield is 0.0200. (5) The reactants are [NH:1]1[CH2:6][CH2:5][O:4][CH2:3][CH2:2]1.C(N(CC)CC)C.[F:14][C:15]1[CH:16]=[CH:17][C:18]([CH3:24])=[C:19]([CH:23]=1)[C:20](Cl)=[O:21]. The catalyst is C(Cl)Cl. The product is [F:14][C:15]1[CH:16]=[CH:17][C:18]([CH3:24])=[C:19]([C:20]([N:1]2[CH2:6][CH2:5][O:4][CH2:3][CH2:2]2)=[O:21])[CH:23]=1. The yield is 0.980. (6) The reactants are I[C:2]1[CH:3]=[CH:4][C:5]([NH2:8])=[N:6][CH:7]=1.[C:9]([O:13][C:14]([N:16]1[CH2:21][CH2:20][CH:19]([N:22]2[CH:26]=[C:25](B3OC(C)(C)C(C)(C)O3)[CH:24]=[N:23]2)[CH2:18][CH2:17]1)=[O:15])([CH3:12])([CH3:11])[CH3:10].C(=O)([O-])[O-].[K+].[K+]. The catalyst is O1CCOCC1.CCOC(C)=O.C1C=CC([P]([Pd]([P](C2C=CC=CC=2)(C2C=CC=CC=2)C2C=CC=CC=2)([P](C2C=CC=CC=2)(C2C=CC=CC=2)C2C=CC=CC=2)[P](C2C=CC=CC=2)(C2C=CC=CC=2)C2C=CC=CC=2)(C2C=CC=CC=2)C2C=CC=CC=2)=CC=1. The product is [C:9]([O:13][C:14]([N:16]1[CH2:17][CH2:18][CH:19]([N:22]2[CH:26]=[C:25]([C:2]3[CH:7]=[N:6][C:5]([NH2:8])=[CH:4][CH:3]=3)[CH:24]=[N:23]2)[CH2:20][CH2:21]1)=[O:15])([CH3:12])([CH3:10])[CH3:11]. The yield is 0.700.